The task is: Predict which catalyst facilitates the given reaction.. This data is from Catalyst prediction with 721,799 reactions and 888 catalyst types from USPTO. (1) Reactant: [Br:1][CH2:2][CH2:3][CH2:4][CH2:5][CH2:6][C:7](Cl)=[O:8].[NH2:10][C:11]1[CH:16]=[CH:15][CH:14]=[CH:13][CH:12]=1. Product: [C:11]1([NH:10][C:7](=[O:8])[CH2:6][CH2:5][CH2:4][CH2:3][CH2:2][Br:1])[CH:16]=[CH:15][CH:14]=[CH:13][CH:12]=1. The catalyst class is: 2. (2) Reactant: C(OC([N:8]1[CH2:13][CH2:12][N:11]2[C:14]([Cl:18])=[N:15][C:16]([Cl:17])=[C:10]2[CH:9]1[CH2:19][CH2:20][C:21]1[CH:26]=[CH:25][C:24]([C:27]([F:30])([F:29])[F:28])=[CH:23][CH:22]=1)=O)(C)(C)C. Product: [Cl:17][C:16]1[N:15]=[C:14]([Cl:18])[N:11]2[CH2:12][CH2:13][NH:8][CH:9]([CH2:19][CH2:20][C:21]3[CH:22]=[CH:23][C:24]([C:27]([F:30])([F:29])[F:28])=[CH:25][CH:26]=3)[C:10]=12. The catalyst class is: 61.